Dataset: Forward reaction prediction with 1.9M reactions from USPTO patents (1976-2016). Task: Predict the product of the given reaction. (1) The product is: [CH:26]1([N:25]2[C:24]3[CH:32]=[CH:33][C:34]([C:36]([OH:38])=[O:37])=[CH:35][C:23]=3[N:22]=[C:21]2[C:16]2[CH:17]=[C:18]3[C:13](=[CH:14][CH:15]=2)[N:12]=[C:11]([C:10]2[C:5]([C:4]4[CH:3]=[CH:2][C:43]([O:46][CH3:45])=[CH:42][CH:41]=4)=[CH:6][CH:7]=[C:8]([O:39][CH3:40])[CH:9]=2)[CH:20]=[CH:19]3)[CH2:27][CH2:28][CH2:29][CH2:30][CH2:31]1. Given the reactants Cl[C:2]1[CH:3]=[C:4]([CH:41]=[CH:42][C:43]=1F)[C:5]1[C:10]([C:11]2[CH:20]=[CH:19][C:18]3[C:13](=[CH:14][CH:15]=[C:16]([C:21]4[N:25]([CH:26]5[CH2:31][CH2:30][CH2:29][CH2:28][CH2:27]5)[C:24]5[CH:32]=[CH:33][C:34]([C:36]([OH:38])=[O:37])=[CH:35][C:23]=5[N:22]=4)[CH:17]=3)[N:12]=2)=[CH:9][C:8]([O:39][CH3:40])=[CH:7][CH:6]=1.[CH3:45][O:46]C(C1C=CC2N(C3CCCCC3)C(C3C=C4C(=CC=3)N=C(C3C=C(OC)C=CC=3Br)C=C4)=NC=2C=1)=O.COC1C=CC(B(O)O)=CC=1, predict the reaction product. (2) Given the reactants [H-].[Na+].[Si](O[C@@H]1[C@@H](CCOS(C)(=O)=O)CN(C(OC(C)(C)C)=O)C1)(C(C)(C)C)(C)C.SCCO.[Si]([O:41][C@@H:42]1[C@@H:46]([CH2:47][CH2:48][S:49][CH2:50][CH2:51][OH:52])[CH2:45][N:44](C(OC(C)(C)C)=O)[CH2:43]1)(C(C)(C)C)(C)C.Cl, predict the reaction product. The product is: [OH:52][CH2:51][CH2:50][S:49][CH2:48][CH2:47][C@H:46]1[CH2:45][NH:44][CH2:43][C@@H:42]1[OH:41]. (3) The product is: [CH:1]([C:4]1[CH:5]=[CH:6][C:7]([C:10]2[N:11]=[C:12]([C:15]3[CH:16]=[C:17]([CH:23]=[CH:24][CH:25]=3)[C:18]([OH:20])=[O:19])[S:13][CH:14]=2)=[CH:8][CH:9]=1)([CH3:3])[CH3:2]. Given the reactants [CH:1]([C:4]1[CH:9]=[CH:8][C:7]([C:10]2[N:11]=[C:12]([C:15]3[CH:16]=[C:17]([CH:23]=[CH:24][CH:25]=3)[C:18]([O:20]CC)=[O:19])[S:13][CH:14]=2)=[CH:6][CH:5]=1)([CH3:3])[CH3:2].[Li+].[OH-], predict the reaction product. (4) Given the reactants [F:1][C:2]([F:15])([F:14])[C:3]1[CH:4]=[C:5]([NH2:13])[C:6]2[CH:7]=[CH:8][N:9]=[CH:10][C:11]=2[CH:12]=1.[F:16][C:17]([F:30])([F:29])[O:18][C:19]1[CH:28]=[CH:27][C:22]([CH2:23][N:24]=[C:25]=[O:26])=[CH:21][CH:20]=1, predict the reaction product. The product is: [F:15][C:2]([F:1])([F:14])[C:3]1[CH:12]=[C:11]2[C:6]([CH:7]=[CH:8][N:9]=[CH:10]2)=[C:5]([NH:13][C:25]([NH:24][CH2:23][C:22]2[CH:21]=[CH:20][C:19]([O:18][C:17]([F:16])([F:30])[F:29])=[CH:28][CH:27]=2)=[O:26])[CH:4]=1. (5) Given the reactants Cl[C:2]1[N:10]=[C:9]2[C:5]([N:6]=[CH:7][N:8]2[CH2:11][CH:12]([CH3:14])[CH3:13])=[C:4]([NH:15][C:16]2[CH:21]=[CH:20][C:19]([Cl:22])=[CH:18][CH:17]=2)[N:3]=1.O.[NH2:24][NH2:25], predict the reaction product. The product is: [Cl:22][C:19]1[CH:20]=[CH:21][C:16]([NH:15][C:4]2[N:3]=[C:2]([NH:24][NH2:25])[N:10]=[C:9]3[C:5]=2[N:6]=[CH:7][N:8]3[CH2:11][CH:12]([CH3:14])[CH3:13])=[CH:17][CH:18]=1. (6) Given the reactants [CH3:1][N:2]1[CH:6]=[C:5](B2OC(C)(C)C(C)(C)O2)[CH:4]=[N:3]1.Br[C:17]1[CH:22]=[CH:21][N:20]2[C:23]([C:26]([NH:28][C:29]3[CH:37]=[CH:36][CH:35]=[C:34]4[C:30]=3[C:31]([CH3:46])=[N:32][N:33]4[CH2:38][C:39]3[CH:44]=[CH:43][CH:42]=[C:41]([CH3:45])[N:40]=3)=[O:27])=[CH:24][N:25]=[C:19]2[CH:18]=1.C(=O)([O-])[O-].[K+].[K+].O.CN(C=O)C.CC#N, predict the reaction product. The product is: [CH3:46][C:31]1[C:30]2[C:34](=[CH:35][CH:36]=[CH:37][C:29]=2[NH:28][C:26]([C:23]2[N:20]3[CH:21]=[CH:22][C:17]([C:5]4[CH:4]=[N:3][N:2]([CH3:1])[CH:6]=4)=[CH:18][C:19]3=[N:25][CH:24]=2)=[O:27])[N:33]([CH2:38][C:39]2[CH:44]=[CH:43][CH:42]=[C:41]([CH3:45])[N:40]=2)[N:32]=1.